This data is from Full USPTO retrosynthesis dataset with 1.9M reactions from patents (1976-2016). The task is: Predict the reactants needed to synthesize the given product. (1) Given the product [C:1]([C:3]1[CH:22]=[CH:21][C:6]([C:7]([C:9]2[N:13]([CH3:14])[C:12]([CH2:15][C:16]([OH:18])=[O:17])=[CH:11][CH:10]=2)=[O:8])=[CH:5][CH:4]=1)#[N:2], predict the reactants needed to synthesize it. The reactants are: [C:1]([C:3]1[CH:22]=[CH:21][C:6]([C:7]([C:9]2[N:13]([CH3:14])[C:12]([CH2:15][C:16]([O:18]CC)=[O:17])=[CH:11][CH:10]=2)=[O:8])=[CH:5][CH:4]=1)#[N:2].C(O)C. (2) The reactants are: [Br:1][C:2]1[CH:3]=[CH:4][C:5](I)=[N:6][CH:7]=1.C([Mg]Cl)(C)C.[C:14]1([S:20]([N:23]2[C:27]3=[N:28][CH:29]=[CH:30][CH:31]=[C:26]3[CH:25]=[C:24]2[C:32](=[O:39])[CH2:33][CH:34]2[CH2:38][CH2:37][CH2:36][CH2:35]2)(=[O:22])=[O:21])[CH:19]=[CH:18][CH:17]=[CH:16][CH:15]=1. Given the product [C:14]1([S:20]([N:23]2[C:27]3=[N:28][CH:29]=[CH:30][CH:31]=[C:26]3[CH:25]=[C:24]2[C:32]([C:5]2[CH:4]=[CH:3][C:2]([Br:1])=[CH:7][N:6]=2)([OH:39])[CH2:33][CH:34]2[CH2:35][CH2:36][CH2:37][CH2:38]2)(=[O:21])=[O:22])[CH:15]=[CH:16][CH:17]=[CH:18][CH:19]=1, predict the reactants needed to synthesize it. (3) Given the product [F:21][C@@H:19]1[CH2:20][N:16]([C:14](=[O:15])[CH2:13][NH:12][C:7]23[CH2:10][CH2:11][C:4]([C:1]([NH:34][C:33]4[CH:32]=[CH:31][C:30]([N:24]5[CH2:29][CH2:28][O:27][CH2:26][CH2:25]5)=[CH:36][CH:35]=4)=[O:2])([CH2:9][CH2:8]2)[CH2:5][CH2:6]3)[C@H:17]([C:22]#[N:23])[CH2:18]1, predict the reactants needed to synthesize it. The reactants are: [C:1]([C:4]12[CH2:11][CH2:10][C:7]([NH:12][CH2:13][C:14]([N:16]3[CH2:20][C@@H:19]([F:21])[CH2:18][C@H:17]3[C:22]#[N:23])=[O:15])([CH2:8][CH2:9]1)[CH2:6][CH2:5]2)(O)=[O:2].[N:24]1([C:30]2[CH:36]=[CH:35][C:33]([NH2:34])=[CH:32][CH:31]=2)[CH2:29][CH2:28][O:27][CH2:26][CH2:25]1.